Dataset: NCI-60 drug combinations with 297,098 pairs across 59 cell lines. Task: Regression. Given two drug SMILES strings and cell line genomic features, predict the synergy score measuring deviation from expected non-interaction effect. (1) Drug 1: C1=CC(=C2C(=C1NCCNCCO)C(=O)C3=C(C=CC(=C3C2=O)O)O)NCCNCCO. Drug 2: CC1=C(C(=O)C2=C(C1=O)N3CC4C(C3(C2COC(=O)N)OC)N4)N. Cell line: OVCAR3. Synergy scores: CSS=33.5, Synergy_ZIP=1.36, Synergy_Bliss=6.73, Synergy_Loewe=-1.77, Synergy_HSA=6.65. (2) Drug 1: C1=C(C(=O)NC(=O)N1)F. Drug 2: CC12CCC3C(C1CCC2OP(=O)(O)O)CCC4=C3C=CC(=C4)OC(=O)N(CCCl)CCCl.[Na+]. Cell line: UACC62. Synergy scores: CSS=42.8, Synergy_ZIP=-6.04, Synergy_Bliss=-10.1, Synergy_Loewe=-14.6, Synergy_HSA=-5.78. (3) Drug 1: CN(CC1=CN=C2C(=N1)C(=NC(=N2)N)N)C3=CC=C(C=C3)C(=O)NC(CCC(=O)O)C(=O)O. Drug 2: CN1C(=O)N2C=NC(=C2N=N1)C(=O)N. Cell line: HCT116. Synergy scores: CSS=47.7, Synergy_ZIP=-1.52, Synergy_Bliss=-8.89, Synergy_Loewe=-28.1, Synergy_HSA=-10.6. (4) Drug 1: CN(C)C1=NC(=NC(=N1)N(C)C)N(C)C. Drug 2: CS(=O)(=O)CCNCC1=CC=C(O1)C2=CC3=C(C=C2)N=CN=C3NC4=CC(=C(C=C4)OCC5=CC(=CC=C5)F)Cl. Synergy scores: CSS=6.00, Synergy_ZIP=-2.66, Synergy_Bliss=2.38, Synergy_Loewe=-16.3, Synergy_HSA=-1.36. Cell line: A549. (5) Drug 1: CC1=CC2C(CCC3(C2CCC3(C(=O)C)OC(=O)C)C)C4(C1=CC(=O)CC4)C. Drug 2: CC1=C(C=C(C=C1)C(=O)NC2=CC(=CC(=C2)C(F)(F)F)N3C=C(N=C3)C)NC4=NC=CC(=N4)C5=CN=CC=C5. Cell line: NCI-H322M. Synergy scores: CSS=-11.0, Synergy_ZIP=5.43, Synergy_Bliss=1.35, Synergy_Loewe=-2.02, Synergy_HSA=-5.57. (6) Drug 1: CCCS(=O)(=O)NC1=C(C(=C(C=C1)F)C(=O)C2=CNC3=C2C=C(C=N3)C4=CC=C(C=C4)Cl)F. Drug 2: CC12CCC3C(C1CCC2O)C(CC4=C3C=CC(=C4)O)CCCCCCCCCS(=O)CCCC(C(F)(F)F)(F)F. Cell line: TK-10. Synergy scores: CSS=11.8, Synergy_ZIP=-3.37, Synergy_Bliss=3.16, Synergy_Loewe=3.52, Synergy_HSA=3.54.